This data is from Reaction yield outcomes from USPTO patents with 853,638 reactions. The task is: Predict the reaction yield, written as a fraction of the theoretical maximum amount of product (1.0 means a 100% yield; for example, 0.34 means a 34% yield). (1) The reactants are [Cl:1][C:2]1[C:3]([O:12][C:13]2[CH:18]=[C:17]([O:19][CH2:20][CH2:21][O:22][CH3:23])[CH:16]=[CH:15][C:14]=2[CH2:24][CH2:25][CH2:26][OH:27])=[N:4][CH:5]=[C:6]([C:8]([F:11])([F:10])[F:9])[CH:7]=1.C(N(CC)C(C)C)(C)C.[Cl:37][C:38]1[CH:43]=[CH:42][C:41]([S:44]([N:47]=[C:48]=[O:49])(=[O:46])=[O:45])=[CH:40][CH:39]=1.C(OC(=O)C)(=O)C.C(=O)([O-])O.[Na+]. The catalyst is C(#N)C.C(OCC)(=O)C.N1C=CC=CC=1. The product is [Cl:37][C:38]1[CH:39]=[CH:40][C:41]([S:44]([NH:47][C:48](=[O:49])[O:27][CH2:26][CH2:25][CH2:24][C:14]2[CH:15]=[CH:16][C:17]([O:19][CH2:20][CH2:21][O:22][CH3:23])=[CH:18][C:13]=2[O:12][C:3]2[C:2]([Cl:1])=[CH:7][C:6]([C:8]([F:9])([F:11])[F:10])=[CH:5][N:4]=2)(=[O:45])=[O:46])=[CH:42][CH:43]=1. The yield is 0.260. (2) The reactants are [N+:1]([C:4]1[CH:9]=[CH:8][C:7]([N:10]2[CH2:15][CH2:14][N:13]([C:16]([C:18]3[CH:19]=[C:20]([OH:26])[C:21]([OH:25])=[C:22]([OH:24])[CH:23]=3)=[O:17])[CH2:12][CH2:11]2)=[CH:6][CH:5]=1)([O-])=O.CC(C1C=C(C=C(C(C)(C)C)C=1O)C(NCC1C=CC([N+]([O-])=O)=CC=1)=O)(C)C. No catalyst specified. The product is [NH2:1][C:4]1[CH:5]=[CH:6][C:7]([N:10]2[CH2:11][CH2:12][N:13]([C:16]([C:18]3[CH:23]=[C:22]([OH:24])[C:21]([OH:25])=[C:20]([OH:26])[CH:19]=3)=[O:17])[CH2:14][CH2:15]2)=[CH:8][CH:9]=1. The yield is 0.610. (3) The reactants are [Cl:1][C:2]1[N:6]([CH3:7])[N:5]=[C:4]([C:8]2[CH:13]=[CH:12][CH:11]=[CH:10][N:9]=2)[C:3]=1[CH:14]=[O:15].[Cl:16][C:17]1[CH:22]=[CH:21][C:20]([Mg]Br)=[C:19]([CH3:25])[CH:18]=1.[NH4+].[Cl-]. The catalyst is C1COCC1. The product is [Cl:1][C:2]1[N:6]([CH3:7])[N:5]=[C:4]([C:8]2[CH:13]=[CH:12][CH:11]=[CH:10][N:9]=2)[C:3]=1[CH:14]([C:20]1[CH:21]=[CH:22][C:17]([Cl:16])=[CH:18][C:19]=1[CH3:25])[OH:15]. The yield is 1.00. (4) The reactants are [CH2:1]([P:8]([CH2:18][CH2:19][CH2:20][CH2:21][CH2:22][CH2:23][CH2:24][CH2:25][CH2:26][CH2:27][CH2:28][CH2:29][CH2:30][CH2:31][CH2:32][CH2:33][CH2:34][CH3:35])(N(C(C)C)C(C)C)([O-:10])[O-:9])[C:2]1[CH:7]=[CH:6][CH:5]=[CH:4][CH:3]=1.[CH2:36]([O:43][C@H:44]1[C@@H:49]([O:50][CH2:51][C:52]2[CH:57]=[CH:56][CH:55]=[CH:54][CH:53]=2)[C@H:48]([O:58][CH2:59][C:60]2[CH:65]=[CH:64][CH:63]=[CH:62][CH:61]=2)[C@@H:47]([CH2:66][O:67][CH2:68][C:69]2[CH:74]=[CH:73][CH:72]=[CH:71][CH:70]=2)[O:46][C@@H:45]1[O:75][CH2:76][CH:77]([CH2:79][O:80][C@H:81]1[O:110][C@H:109]([CH2:111][O:112][CH2:113][C:114]2[CH:119]=[CH:118][CH:117]=[CH:116][CH:115]=2)[C@@H:100]([O:101][CH2:102][C:103]2[CH:108]=[CH:107][CH:106]=[CH:105][CH:104]=2)[C@H:91]([O:92][CH2:93][C:94]2[CH:99]=[CH:98][CH:97]=[CH:96][CH:95]=2)[C@@H:82]1[O:83][CH2:84][C:85]1[CH:90]=[CH:89][CH:88]=[CH:87][CH:86]=1)O)[C:37]1[CH:42]=[CH:41][CH:40]=[CH:39][CH:38]=1.N1C=NN=N1.C1C=C(Cl)C=C(C(OO)=O)C=1. The catalyst is ClCCl. The product is [CH2:1]([P:8]([O:9][CH:77]([CH2:79][O:80][C@H:81]1[O:110][C@H:109]([CH2:111][O:112][CH2:113][C:114]2[CH:119]=[CH:118][CH:117]=[CH:116][CH:115]=2)[C@@H:100]([O:101][CH2:102][C:103]2[CH:104]=[CH:105][CH:106]=[CH:107][CH:108]=2)[C@H:91]([O:92][CH2:93][C:94]2[CH:95]=[CH:96][CH:97]=[CH:98][CH:99]=2)[C@@H:82]1[O:83][CH2:84][C:85]1[CH:86]=[CH:87][CH:88]=[CH:89][CH:90]=1)[CH2:76][O:75][C@H:45]1[O:46][C@H:47]([CH2:66][O:67][CH2:68][C:69]2[CH:74]=[CH:73][CH:72]=[CH:71][CH:70]=2)[C@@H:48]([O:58][CH2:59][C:60]2[CH:61]=[CH:62][CH:63]=[CH:64][CH:65]=2)[C@H:49]([O:50][CH2:51][C:52]2[CH:57]=[CH:56][CH:55]=[CH:54][CH:53]=2)[C@@H:44]1[O:43][CH2:36][C:37]1[CH:42]=[CH:41][CH:40]=[CH:39][CH:38]=1)([CH2:18][CH2:19][CH2:20][CH2:21][CH2:22][CH2:23][CH2:24][CH2:25][CH2:26][CH2:27][CH2:28][CH2:29][CH2:30][CH2:31][CH2:32][CH2:33][CH2:34][CH3:35])=[O:10])[C:2]1[CH:3]=[CH:4][CH:5]=[CH:6][CH:7]=1. The yield is 0.640.